Dataset: Reaction yield outcomes from USPTO patents with 853,638 reactions. Task: Predict the reaction yield, written as a fraction of the theoretical maximum amount of product (1.0 means a 100% yield; for example, 0.34 means a 34% yield). (1) The reactants are [C:1]1([CH3:10])[CH:6]=[CH:5][C:4]([S:7]([O-:9])=[O:8])=[CH:3][CH:2]=1.[Na+].Br[CH2:13][C:14](=[O:16])[CH3:15]. The catalyst is C(O)C. The product is [CH3:10][C:1]1[CH:6]=[CH:5][C:4]([S:7]([CH2:13][C:14]([CH3:15])=[O:16])(=[O:9])=[O:8])=[CH:3][CH:2]=1. The yield is 0.750. (2) The reactants are [Br-:1].[CH3:2][N:3]([CH3:39])[C:4]1[CH:5]=[CH:6][C:7]2[C:16]([CH:17]=1)=[O+:15][C:14]1[C:9](=[CH:10][CH:11]=[C:12]([N:18]([CH3:20])[CH3:19])[CH:13]=1)[C:8]=2[C:21]1[CH:26]=[CH:25][C:24]([N+:27]([O-])=O)=[C:23]([NH2:30])[C:22]=1[C:31]([O:33][CH2:34][O:35][C:36](=[O:38])[CH3:37])=[O:32]. The catalyst is C(O)C.ClCCl.[Pd]. The product is [Br-:1].[CH3:20][N:18]([CH3:19])[C:12]1[CH:11]=[CH:10][C:9]2[C:14]([CH:13]=1)=[O+:15][C:16]1[C:7](=[CH:6][CH:5]=[C:4]([N:3]([CH3:2])[CH3:39])[CH:17]=1)[C:8]=2[C:21]1[CH:26]=[CH:25][C:24]([NH2:27])=[C:23]([NH2:30])[C:22]=1[C:31]([O:33][CH2:34][O:35][C:36](=[O:38])[CH3:37])=[O:32]. The yield is 0.509.